Task: Predict the reactants needed to synthesize the given product.. Dataset: Full USPTO retrosynthesis dataset with 1.9M reactions from patents (1976-2016) (1) Given the product [Cl:42][C:39]1[CH:40]=[CH:41][C:36]([O:35][CH2:34][CH2:33][O:23][C:14]2[C:15]3[C:20](=[CH:19][CH:18]=[CH:17][CH:16]=3)[CH:21]=[CH:22][C:13]=2[C:11]([NH:10][C:6]2([C:4]([OH:3])=[O:5])[CH2:7][CH2:8][CH2:9]2)=[O:12])=[CH:37][CH:38]=1, predict the reactants needed to synthesize it. The reactants are: C([O:3][C:4]([C:6]1([NH:10][C:11]([C:13]2[CH:22]=[CH:21][C:20]3[C:15](=[CH:16][CH:17]=[CH:18][CH:19]=3)[C:14]=2[OH:23])=[O:12])[CH2:9][CH2:8][CH2:7]1)=[O:5])C.C(=O)([O-])[O-].[Cs+].[Cs+].[I-].[Na+].Br[CH2:33][CH2:34][O:35][C:36]1[CH:41]=[CH:40][C:39]([Cl:42])=[CH:38][CH:37]=1. (2) Given the product [OH:35][C@H:34]1[C@H:30]2[O:29][CH2:28][C@@H:27]([O:26][C:24]3[N:23]([CH2:36][O:37][CH2:38][CH2:39][Si:40]([CH3:41])([CH3:43])[CH3:42])[C:5]4=[N:6][C:7]([C:8]5[CH:9]=[CH:10][C:11]([C:45]6[CH:46]=[CH:47][C:48]([N:51]=[S:52]([CH3:58])([NH:54][CH:55]([CH3:56])[CH3:57])=[O:53])=[CH:49][CH:50]=6)=[CH:12][CH:13]=5)=[C:2]([Cl:1])[CH:3]=[C:4]4[N:25]=3)[C@H:31]2[O:32][CH2:33]1, predict the reactants needed to synthesize it. The reactants are: [Cl:1][C:2]1[CH:3]=[C:4]2[N:25]=[C:24]([O:26][C@H:27]3[C@H:31]4[O:32][CH2:33][C@@H:34]([OH:35])[C@H:30]4[O:29][CH2:28]3)[N:23]([CH2:36][O:37][CH2:38][CH2:39][Si:40]([CH3:43])([CH3:42])[CH3:41])[C:5]2=[N:6][C:7]=1[C:8]1[CH:13]=[CH:12][C:11](B2OC(C)(C)C(C)(C)O2)=[CH:10][CH:9]=1.Br[C:45]1[CH:50]=[CH:49][C:48]([N:51]=[S:52]([CH3:58])([NH:54][CH:55]([CH3:57])[CH3:56])=[O:53])=[CH:47][CH:46]=1. (3) The reactants are: C[C:2]1[C:12](=[O:13])[C:11]2[CH:10]=[CH:9][CH:8]=[CH:7][C:6]=2[C:4](=[O:5])[CH:3]=1.[CH:14]([C:17]1[CH:22]=[CH:21][C:20]([CH2:23][C:24](O)=O)=[CH:19][CH:18]=1)([CH3:16])[CH3:15]. Given the product [CH3:2][C:3]1[C:4](=[O:5])[CH:6]2[CH:11]([C:12](=[O:13])[C:24]=1[CH2:23][C:20]1[CH:19]=[CH:18][C:17]([CH:14]([CH3:15])[CH3:16])=[CH:22][CH:21]=1)[CH:10]=[CH:9][CH:8]=[CH:7]2, predict the reactants needed to synthesize it. (4) Given the product [Cl:1][C:2]1[CH:10]=[CH:9][C:8]2[NH:7][C:6]3[CH2:11][CH:12]([C:14]([S:22]([C:25]4[CH:30]=[CH:29][CH:28]=[C:27]([CH2:31][CH3:32])[CH:26]=4)(=[O:23])=[O:24])([F:21])[C:15]4[O:16][C:17]([CH3:20])=[N:18][N:19]=4)[CH2:13][C:5]=3[C:4]=2[CH:3]=1, predict the reactants needed to synthesize it. The reactants are: [Cl:1][C:2]1[CH:10]=[CH:9][C:8]2[NH:7][C:6]3[CH2:11][CH:12]([C:14]([S:22]([C:25]4[CH:30]=[CH:29][CH:28]=[C:27]([C:31]#[CH:32])[CH:26]=4)(=[O:24])=[O:23])([F:21])[C:15]4[O:16][C:17]([CH3:20])=[N:18][N:19]=4)[CH2:13][C:5]=3[C:4]=2[CH:3]=1. (5) Given the product [F:13][C:14]([F:27])([F:28])[C:15]1[CH:16]=[C:17]([CH:20]=[C:21]([C:23]([F:26])([F:24])[F:25])[CH:22]=1)[CH:18]=[N:10][NH:9][C:7](=[O:8])[C:6]1[C:5](=[CH:4][CH:3]=[C:2]([Cl:1])[CH:11]=1)[OH:12], predict the reactants needed to synthesize it. The reactants are: [Cl:1][C:2]1[CH:11]=[C:6]([C:7]([NH:9][NH2:10])=[O:8])[C:5]([OH:12])=[CH:4][CH:3]=1.[F:13][C:14]([F:28])([F:27])[C:15]1[CH:16]=[C:17]([CH:20]=[C:21]([C:23]([F:26])([F:25])[F:24])[CH:22]=1)[CH:18]=O.